From a dataset of Reaction yield outcomes from USPTO patents with 853,638 reactions. Predict the reaction yield, written as a fraction of the theoretical maximum amount of product (1.0 means a 100% yield; for example, 0.34 means a 34% yield). (1) The reactants are [BH4-].[Na+].[C:3]1([C:9]2[CH:10]=[C:11]([CH:14]=[CH:15][CH:16]=2)[CH:12]=[O:13])[CH:8]=[CH:7][CH:6]=[CH:5][CH:4]=1. The catalyst is CO. The product is [C:3]1([C:9]2[CH:10]=[C:11]([CH2:12][OH:13])[CH:14]=[CH:15][CH:16]=2)[CH:4]=[CH:5][CH:6]=[CH:7][CH:8]=1. The yield is 0.640. (2) The reactants are [CH2:1]([N:5]1[CH:9]=[C:8]([C:10]2[O:14][N:13]=[C:12]([C:15]3[CH:16]=[CH:17][C:18]4[O:22][C:21]([C:23]5([NH:31]C(=O)OC(C)(C)C)[CH2:28][O:27]C(C)(C)[O:25][CH2:24]5)=[CH:20][C:19]=4[CH:39]=3)[N:11]=2)[CH:7]=[N:6]1)[CH2:2][CH2:3][CH3:4].ClC1C=C(C2ON=C(C3C=CC4OC(C5(NC(=O)OC(C)(C)C)COC(C)(C)OC5)=CC=4C=3)N=2)C=CC=1OCCC. No catalyst specified. The product is [NH2:31][C:23]([C:21]1[O:22][C:18]2[CH:17]=[CH:16][C:15]([C:12]3[N:11]=[C:10]([C:8]4[CH:7]=[N:6][N:5]([CH2:1][CH2:2][CH2:3][CH3:4])[CH:9]=4)[O:14][N:13]=3)=[CH:39][C:19]=2[CH:20]=1)([CH2:24][OH:25])[CH2:28][OH:27]. The yield is 0.460. (3) The reactants are CI.[Br:3][C:4]1[C:5]([NH:24][S:25]([CH3:28])(=[O:27])=[O:26])=[CH:6][C:7]2[O:11][C:10]([C:12]3[CH:17]=[CH:16][C:15]([F:18])=[CH:14][CH:13]=3)=[C:9]([C:19]([O:21][CH3:22])=[O:20])[C:8]=2[CH:23]=1.[C:29]([O-])([O-])=O.[K+].[K+]. The product is [Br:3][C:4]1[C:5]([N:24]([CH3:29])[S:25]([CH3:28])(=[O:26])=[O:27])=[CH:6][C:7]2[O:11][C:10]([C:12]3[CH:13]=[CH:14][C:15]([F:18])=[CH:16][CH:17]=3)=[C:9]([C:19]([O:21][CH3:22])=[O:20])[C:8]=2[CH:23]=1. The yield is 0.960. The catalyst is CN(C=O)C. (4) The reactants are N(CC1CCCC1)=[N+]=[N-].[CH:10]1([CH2:15][N:16]=[C:17]=[S:18])[CH2:14][CH2:13][CH2:12][CH2:11]1.[CH2:19]([CH2:21][NH2:22])[OH:20]. No catalyst specified. The product is [CH:10]1([CH2:15][NH:16][C:17]([NH:22][CH2:21][CH2:19][OH:20])=[S:18])[CH2:14][CH2:13][CH2:12][CH2:11]1. The yield is 0.630. (5) The reactants are [NH2:1]/[C:2](=[N:20]\[O:21][C:22]([C@H:24]([CH2:33][CH2:34][CH2:35][CH:36]1[CH2:41][CH2:40][CH2:39][CH2:38][CH2:37]1)[CH2:25][C:26]([O:28][C:29]([CH3:32])([CH3:31])[CH3:30])=[O:27])=O)/[CH:3]1[CH2:6][N:5]([CH:7]([C:14]2[CH:19]=[CH:18][CH:17]=[CH:16][CH:15]=2)[C:8]2[CH:13]=[CH:12][CH:11]=[CH:10][CH:9]=2)[CH2:4]1. The catalyst is C1(C)C=CC=CC=1. The product is [CH:7]([N:5]1[CH2:6][CH:3]([C:2]2[N:1]=[C:22]([C@H:24]([CH2:33][CH2:34][CH2:35][CH:36]3[CH2:41][CH2:40][CH2:39][CH2:38][CH2:37]3)[CH2:25][C:26]([O:28][C:29]([CH3:30])([CH3:32])[CH3:31])=[O:27])[O:21][N:20]=2)[CH2:4]1)([C:8]1[CH:13]=[CH:12][CH:11]=[CH:10][CH:9]=1)[C:14]1[CH:15]=[CH:16][CH:17]=[CH:18][CH:19]=1. The yield is 0.730.